From a dataset of Peptide-MHC class II binding affinity with 134,281 pairs from IEDB. Regression. Given a peptide amino acid sequence and an MHC pseudo amino acid sequence, predict their binding affinity value. This is MHC class II binding data. The peptide sequence is LEVTEVFNFSQDDLL. The MHC is HLA-DPA10301-DPB10402 with pseudo-sequence HLA-DPA10301-DPB10402. The binding affinity (normalized) is 0.467.